This data is from Reaction yield outcomes from USPTO patents with 853,638 reactions. The task is: Predict the reaction yield, written as a fraction of the theoretical maximum amount of product (1.0 means a 100% yield; for example, 0.34 means a 34% yield). (1) The reactants are [Cl:1][CH2:2][C:3]1[CH:4]=[C:5]([N:13]2[C:17]([C:18]3[CH:23]=[CH:22][C:21]([C:24]4[O:25][CH:26]=[CH:27][CH:28]=4)=[CH:20][CH:19]=3)=[CH:16][C:15]([C:29]([F:32])([F:31])[F:30])=[N:14]2)[CH:6]=[CH:7][C:8]=1[S:9]([CH3:12])(=[O:11])=[O:10].[CH3:33][NH2:34].C([O-])([O-])=O.[K+].[K+]. The catalyst is C1COCC1. The product is [ClH:1].[O:25]1[CH:26]=[CH:27][CH:28]=[C:24]1[C:21]1[CH:22]=[CH:23][C:18]([C:17]2[N:13]([C:5]3[CH:6]=[CH:7][C:8]([S:9]([CH3:12])(=[O:10])=[O:11])=[C:3]([CH:4]=3)[CH2:2][NH:34][CH3:33])[N:14]=[C:15]([C:29]([F:31])([F:32])[F:30])[CH:16]=2)=[CH:19][CH:20]=1. The yield is 0.590. (2) The reactants are Cl[C:2]1[C:11]([CH:12]=[O:13])=[CH:10][C:9]2[C:4](=[CH:5][C:6]([O:15][CH2:16][C:17]3[CH:22]=[CH:21][CH:20]=[CH:19][N:18]=3)=[C:7]([Cl:14])[CH:8]=2)[N:3]=1.[OH2:23]. The catalyst is Cl. The product is [Cl:14][C:7]1[CH:8]=[C:9]2[C:4](=[CH:5][C:6]=1[O:15][CH2:16][C:17]1[CH:22]=[CH:21][CH:20]=[CH:19][N:18]=1)[NH:3][C:2](=[O:23])[C:11]([CH:12]=[O:13])=[CH:10]2. The yield is 0.830. (3) The reactants are Cl.Cl[CH2:3][CH2:4][N:5]1[CH2:9][CH2:8][CH2:7][CH2:6]1.[Br:10][C:11]1[CH:12]=[C:13]([SH:17])[CH:14]=[CH:15][CH:16]=1.C(=O)([O-])[O-].[K+].[K+]. The catalyst is C(#N)C. The product is [Br:10][C:11]1[CH:12]=[C:13]([S:17][CH2:3][CH2:4][N:5]2[CH2:9][CH2:8][CH2:7][CH2:6]2)[CH:14]=[CH:15][CH:16]=1. The yield is 0.320. (4) The reactants are [NH2:1][C:2]1([C:13]2[CH:18]=[CH:17][C:16]([CH:19]([CH3:21])[CH3:20])=[CH:15][C:14]=2[O:22][CH3:23])[C:10](=[O:11])[C:9]2[C:4](=[CH:5][CH:6]=[CH:7][CH:8]=2)[C:3]1=[O:12].[C:24](Cl)(=[O:31])[C:25]1[CH:30]=[CH:29][CH:28]=[CH:27][CH:26]=1.C(N(CC)CC)C. The catalyst is ClCCl. The product is [CH:19]([C:16]1[CH:17]=[CH:18][C:13]([C:2]2([NH:1][C:24](=[O:31])[C:25]3[CH:30]=[CH:29][CH:28]=[CH:27][CH:26]=3)[C:10](=[O:11])[C:9]3[C:4](=[CH:5][CH:6]=[CH:7][CH:8]=3)[C:3]2=[O:12])=[C:14]([O:22][CH3:23])[CH:15]=1)([CH3:21])[CH3:20]. The yield is 0.970. (5) The reactants are [Br:1][C:2]1[CH:7]=[CH:6][C:5]([C@H:8]2[O:13][CH2:12][CH2:11][NH:10][CH2:9]2)=[CH:4][CH:3]=1.C(N(CC)C(C)C)(C)C.[C:23](O[C:23]([O:25][C:26]([CH3:29])([CH3:28])[CH3:27])=[O:24])([O:25][C:26]([CH3:29])([CH3:28])[CH3:27])=[O:24]. The catalyst is C1COCC1. The yield is 0.870. The product is [Br:1][C:2]1[CH:3]=[CH:4][C:5]([C@H:8]2[O:13][CH2:12][CH2:11][N:10]([C:23]([O:25][C:26]([CH3:29])([CH3:28])[CH3:27])=[O:24])[CH2:9]2)=[CH:6][CH:7]=1.